From a dataset of Forward reaction prediction with 1.9M reactions from USPTO patents (1976-2016). Predict the product of the given reaction. Given the reactants [C:1]([O:4][CH2:5][CH:6]1[CH2:10][CH2:9][N:8]([C:11]2[CH:16]=[CH:15][C:14](Br)=[CH:13][C:12]=2/[CH:18]=[C:19](\[CH3:27])/[C:20]([O:22][C:23]([CH3:26])([CH3:25])[CH3:24])=[O:21])[CH2:7]1)(=[O:3])[CH3:2].[CH2:28]([O:32][CH2:33][CH2:34][O:35][C:36]1[CH:41]=[CH:40][C:39](OB(O)O)=[CH:38][CH:37]=1)[CH2:29][CH2:30][CH3:31].C(=O)([O-])[O-].[K+].[K+], predict the reaction product. The product is: [C:1]([O:4][CH2:5][CH:6]1[CH2:10][CH2:9][N:8]([C:11]2[CH:16]=[CH:15][C:14]([C:39]3[CH:40]=[CH:41][C:36]([O:35][CH2:34][CH2:33][O:32][CH2:28][CH2:29][CH2:30][CH3:31])=[CH:37][CH:38]=3)=[CH:13][C:12]=2/[CH:18]=[C:19](\[CH3:27])/[C:20]([O:22][C:23]([CH3:26])([CH3:25])[CH3:24])=[O:21])[CH2:7]1)(=[O:3])[CH3:2].